Dataset: Forward reaction prediction with 1.9M reactions from USPTO patents (1976-2016). Task: Predict the product of the given reaction. (1) The product is: [C:11]1([C:9]2[N:10]=[C:6]([C:4]([OH:5])=[O:3])[S:7][CH:8]=2)[CH:12]=[CH:13][CH:14]=[CH:15][CH:16]=1. Given the reactants C([O:3][C:4]([C:6]1[S:7][CH:8]=[C:9]([C:11]2[CH:16]=[CH:15][CH:14]=[CH:13][CH:12]=2)[N:10]=1)=[O:5])C.[OH-].[K+], predict the reaction product. (2) Given the reactants [C:1]([C:4]1([C:7]([O:9]CC)=O)[CH2:6][CH2:5]1)(=[O:3])[CH3:2].BrBr.[CH2:14]([NH2:21])[C:15]1[CH:20]=[CH:19][CH:18]=[CH:17][CH:16]=1, predict the reaction product. The product is: [C:15]1([CH2:14][N:21]2[CH2:2][C:1](=[O:3])[C:4]3([CH2:5][CH2:6]3)[C:7]2=[O:9])[CH:20]=[CH:19][CH:18]=[CH:17][CH:16]=1. (3) Given the reactants CN(C)[CH2:3][CH2:4]C1C2C(O)=CC=C(F)C=2N(C)C=1.C([O:25][C:26]1[CH:34]=[C:33]([F:35])[CH:32]=[C:31]2[C:27]=1[C:28]([CH2:36][CH2:37][N:38]([CH3:40])[CH3:39])=[CH:29][NH:30]2)C1C=CC=CC=1, predict the reaction product. The product is: [CH3:40][N:38]([CH3:39])[CH2:37][CH2:36][C:28]1[C:27]2[C:26]([OH:25])=[CH:34][C:33]([F:35])=[CH:32][C:31]=2[N:30]([CH2:3][CH3:4])[CH:29]=1. (4) Given the reactants [F:1][C:2]1[C:3]([C:16]2[CH2:17][CH2:18][N:19]([CH:22]3[CH2:25][O:24][CH2:23]3)[CH2:20][CH:21]=2)=[C:4]([NH:8][C:9](=[O:15])[O:10][C:11]([CH3:14])([CH3:13])[CH3:12])[CH:5]=[N:6][CH:7]=1.CCOC(C)=O, predict the reaction product. The product is: [F:1][C:2]1[C:3]([CH:16]2[CH2:17][CH2:18][N:19]([CH:22]3[CH2:25][O:24][CH2:23]3)[CH2:20][CH2:21]2)=[C:4]([NH:8][C:9](=[O:15])[O:10][C:11]([CH3:14])([CH3:13])[CH3:12])[CH:5]=[N:6][CH:7]=1. (5) Given the reactants [ClH:1].Cl.[C@H]1(C[N:14]2[CH2:19][CH2:18][CH:17]([NH:20][C:21]([C:23]3[NH:24][C:25]4[C:30]([CH:31]=3)=[C:29]([O:32][CH2:33][C:34]3[C:38]5[C:39]([Cl:43])=[CH:40][CH:41]=[CH:42][C:37]=5[O:36][CH:35]=3)[CH:28]=[CH:27][CH:26]=4)=[O:22])[CH2:16][CH2:15]2)[C@@H]2N(CCCC2)CCC1.Cl.Cl.Cl.NC1CCN([CH2:54][CH2:55][N:56]2[CH2:61][CH2:60][CH:59]([OH:62])[CH2:58][CH2:57]2)CC1, predict the reaction product. The product is: [ClH:43].[ClH:1].[OH:62][CH:59]1[CH2:60][CH2:61][N:56]([CH2:55][CH2:54][N:14]2[CH2:15][CH2:16][CH:17]([NH:20][C:21]([C:23]3[NH:24][C:25]4[C:30]([CH:31]=3)=[C:29]([O:32][CH2:33][C:34]3[C:38]5[C:39]([Cl:43])=[CH:40][CH:41]=[CH:42][C:37]=5[O:36][CH:35]=3)[CH:28]=[CH:27][CH:26]=4)=[O:22])[CH2:18][CH2:19]2)[CH2:57][CH2:58]1. (6) Given the reactants [C:1](=[O:4])([O-])[O-:2].[Cs+].[Cs+].[C:7]1([C:13]#[CH:14])[CH:12]=[CH:11][CH:10]=[CH:9][CH:8]=1.C(=O)=O, predict the reaction product. The product is: [C:7]1([C:13]#[C:14][C:1]([OH:2])=[O:4])[CH:12]=[CH:11][CH:10]=[CH:9][CH:8]=1. (7) Given the reactants [CH3:1][O:2][CH2:3][CH2:4][CH2:5][C:6]1[CH:11]=[CH:10][C:9]([C:12]2[NH:13][C:14](=O)[C:15]3[C:20]([CH:21]=2)=[CH:19][CH:18]=[CH:17][CH:16]=3)=[CH:8][CH:7]=1.P(Cl)(Cl)([Cl:25])=O, predict the reaction product. The product is: [Cl:25][C:14]1[C:15]2[C:20](=[CH:19][CH:18]=[CH:17][CH:16]=2)[CH:21]=[C:12]([C:9]2[CH:10]=[CH:11][C:6]([CH2:5][CH2:4][CH2:3][O:2][CH3:1])=[CH:7][CH:8]=2)[N:13]=1. (8) Given the reactants [Br:1][C:2]1[N:3]=[CH:4][C:5]([OH:8])=[N:6][CH:7]=1.[H-].[Na+].Br[CH2:12][CH2:13][O:14][Si:15]([C:18]([CH3:21])([CH3:20])[CH3:19])([CH3:17])[CH3:16], predict the reaction product. The product is: [Br:1][C:2]1[N:3]=[CH:4][C:5](=[O:8])[N:6]([CH2:12][CH2:13][O:14][Si:15]([C:18]([CH3:21])([CH3:20])[CH3:19])([CH3:17])[CH3:16])[CH:7]=1. (9) Given the reactants [OH:1][CH2:2][C@@H:3]1[CH2:8][CH2:7][C@H:6]([CH2:9][NH:10][C:11](=[O:20])[O:12][CH2:13][C:14]2[CH:19]=[CH:18][CH:17]=[CH:16][CH:15]=2)[CH2:5][CH2:4]1.[F:21][C:22]1[CH:27]=[CH:26][CH:25]=[CH:24][C:23]=1O, predict the reaction product. The product is: [F:21][C:22]1[CH:27]=[CH:26][CH:25]=[CH:24][C:23]=1[O:1][CH2:2][C@@H:3]1[CH2:8][CH2:7][C@H:6]([CH2:9][NH:10][C:11](=[O:20])[O:12][CH2:13][C:14]2[CH:15]=[CH:16][CH:17]=[CH:18][CH:19]=2)[CH2:5][CH2:4]1. (10) The product is: [NH2:8][C:6]1[CH:5]=[CH:4][C:3]([CH:11]([C:12]([O:14][CH3:15])=[O:13])[C:16]([O:18][CH3:19])=[O:17])=[C:2]([F:1])[CH:7]=1. Given the reactants [F:1][C:2]1[CH:7]=[C:6]([N+:8]([O-])=O)[CH:5]=[CH:4][C:3]=1[CH:11]([C:16]([O:18][CH3:19])=[O:17])[C:12]([O:14][CH3:15])=[O:13], predict the reaction product.